This data is from HIV replication inhibition screening data with 41,000+ compounds from the AIDS Antiviral Screen. The task is: Binary Classification. Given a drug SMILES string, predict its activity (active/inactive) in a high-throughput screening assay against a specified biological target. (1) The compound is CCCCCC=C(c1ccc(OC)c(S(=O)(=O)N(C)C)c1)c1ccc(OC)c(S(=O)(=O)N(C)C)c1. The result is 0 (inactive). (2) The drug is c1ccc(C2N=NN(c3ccccc3)C2N2CCCCC2)cc1. The result is 0 (inactive). (3) The compound is O=C(CNC(=O)Nc1ccc(NC(=O)NCC(=O)Nc2ccc(C3=NCCN3)cc2)cc1)Nc1ccc(C2=NCCN2)cc1. The result is 1 (active). (4) The drug is CN(CCSCC(N)C(=O)O)CCSCC(N)C(=O)O. The result is 0 (inactive). (5) The molecule is Clc1cccc(-c2sc(-c3ccsc3)cc2Cc2ccsc2)c1. The result is 0 (inactive). (6) The result is 0 (inactive). The compound is CC1=C(C)SC(=C2Sc3c(n(C)c(=O)n(C)c3=O)S2)S1. (7) The drug is Cc1cc(C)nc(C(=NNC(N)=O)C(=O)Nc2nc3ccc(C)cc3s2)c1. The result is 0 (inactive). (8) The molecule is O=C1C(=Cc2ccc(O)c(O)c2)CCc2ccccc21. The result is 0 (inactive).